From a dataset of Full USPTO retrosynthesis dataset with 1.9M reactions from patents (1976-2016). Predict the reactants needed to synthesize the given product. (1) Given the product [N:1]1([C:5]2[N:10]=[C:9]([CH2:11][N:12]3[C@@H:16]([CH3:17])[C@@H:15]([C:18]4[CH:23]=[C:22]([C:24]([F:27])([F:25])[F:26])[CH:21]=[C:20]([C:28]([F:30])([F:31])[F:29])[CH:19]=4)[O:14][C:13]3=[O:32])[C:8]([C:33]3[CH:34]=[C:35]([CH2:41][CH2:42][C:43]([NH2:53])=[O:44])[CH:36]=[CH:37][C:38]=3[O:39][CH3:40])=[CH:7][CH:6]=2)[CH2:4][CH2:3][CH2:2]1, predict the reactants needed to synthesize it. The reactants are: [N:1]1([C:5]2[N:10]=[C:9]([CH2:11][N:12]3[C@@H:16]([CH3:17])[C@@H:15]([C:18]4[CH:23]=[C:22]([C:24]([F:27])([F:26])[F:25])[CH:21]=[C:20]([C:28]([F:31])([F:30])[F:29])[CH:19]=4)[O:14][C:13]3=[O:32])[C:8]([C:33]3[CH:34]=[C:35]([CH2:41][CH2:42][C:43](O)=[O:44])[CH:36]=[CH:37][C:38]=3[O:39][CH3:40])=[CH:7][CH:6]=2)[CH2:4][CH2:3][CH2:2]1.C(Cl)(=O)C(Cl)=O.C[N:53](C=O)C.[OH-].[NH4+]. (2) Given the product [F:14][C:15]1[CH:20]=[CH:19][C:18]([O:21][C:2]2[CH:9]=[C:8]([C:10]([F:13])([F:12])[F:11])[CH:7]=[CH:6][C:3]=2[CH:4]=[O:5])=[CH:17][CH:16]=1, predict the reactants needed to synthesize it. The reactants are: F[C:2]1[CH:9]=[C:8]([C:10]([F:13])([F:12])[F:11])[CH:7]=[CH:6][C:3]=1[CH:4]=[O:5].[F:14][C:15]1[CH:20]=[CH:19][C:18]([OH:21])=[CH:17][CH:16]=1. (3) The reactants are: [CH:1]([C:4]1[CH:9]=[CH:8][C:7]([CH2:10][C:11]#[N:12])=[C:6]([N+:13]([O-:15])=[O:14])[CH:5]=1)([CH3:3])[CH3:2].CO.O. Given the product [CH:1]([C:4]1[CH:9]=[CH:8][C:7]([CH2:10][CH2:11][NH2:12])=[C:6]([N+:13]([O-:15])=[O:14])[CH:5]=1)([CH3:3])[CH3:2], predict the reactants needed to synthesize it.